This data is from Reaction yield outcomes from USPTO patents with 853,638 reactions. The task is: Predict the reaction yield, written as a fraction of the theoretical maximum amount of product (1.0 means a 100% yield; for example, 0.34 means a 34% yield). (1) The reactants are [CH2:1]([N:8]1[C:16]2[C:15]([CH3:17])=[C:14]([CH3:18])[N:13]=[C:12]([N:19](CC=C)CC=C)[C:11]=2[NH:10][C:9]1=[O:26])[C:2]1[CH:7]=[CH:6][CH:5]=[CH:4][CH:3]=1.C(#N)C. The catalyst is O. The product is [CH2:1]([N:8]1[C:16]2[C:15]([CH3:17])=[C:14]([CH3:18])[N:13]=[C:12]([NH2:19])[C:11]=2[NH:10][C:9]1=[O:26])[C:2]1[CH:7]=[CH:6][CH:5]=[CH:4][CH:3]=1. The yield is 0.290. (2) The reactants are [CH3:1][C:2]([CH3:20])([CH2:18][CH3:19])[C:3](=[O:17])[C:4]([N:6]1[CH2:10][CH2:9][CH2:8][CH:7]1[C:11](=[O:16])[CH2:12][CH2:13][CH:14]=[CH2:15])=[O:5].[CH2:21]([O:28][C:29]1[CH:34]=[CH:33][C:32](Br)=[CH:31][CH:30]=1)[C:22]1[CH:27]=[CH:26][CH:25]=[CH:24][CH:23]=1.C1(C)C=CC=CC=1P(C1C=CC=CC=1C)C1C=CC=CC=1C. The catalyst is C(N(CC)CC)C.C([O-])(=O)C.[Pd+2].C([O-])(=O)C. The product is [CH3:1][C:2]([CH3:20])([CH2:18][CH3:19])[C:3](=[O:17])[C:4]([N:6]1[CH2:10][CH2:9][CH2:8][CH:7]1[C:11](=[O:16])[CH2:12][CH2:13][CH:14]=[CH:15][C:32]1[CH:33]=[CH:34][C:29]([O:28][CH2:21][C:22]2[CH:27]=[CH:26][CH:25]=[CH:24][CH:23]=2)=[CH:30][CH:31]=1)=[O:5]. The yield is 0.600. (3) The reactants are [Cl:1][C:2]1[CH:3]=[C:4]([CH:8]=[C:9]([Cl:11])[CH:10]=1)[C:5]([OH:7])=[O:6].[N+:12]([O-])([OH:14])=[O:13]. The catalyst is S(=O)(=O)(O)O. The product is [N+:12]([C:3]1[C:2]([Cl:1])=[CH:10][C:9]([Cl:11])=[CH:8][C:4]=1[C:5]([OH:7])=[O:6])([O-:14])=[O:13]. The yield is 0.940. (4) The reactants are CCN(C(C)C)C(C)C.[F:10][C:11]([C:22]#[C:23][C:24]1[CH:29]=[CH:28][C:27]([CH2:30][N:31]2[CH2:36][CH2:35][O:34][CH2:33][CH2:32]2)=[CH:26][CH:25]=1)=[CH:12][C:13]1[CH:21]=[CH:20][C:16]([C:17]([OH:19])=O)=[CH:15][CH:14]=1.C[O:38][C:39](=O)[C@@H:40]([NH:45]C(=O)C1C=CC(C#C/C=C/C2CC2)=CC=1)[C:41]([OH:44])(C)[CH3:42].CN(C([O:69][N:70]1N=NC2C=CC=NC1=2)=[N+](C)C)C.F[P-](F)(F)(F)(F)F. The catalyst is O.CN(C=O)C. The product is [F:10][C:11]([C:22]#[C:23][C:24]1[CH:29]=[CH:28][C:27]([CH2:30][N:31]2[CH2:32][CH2:33][O:34][CH2:35][CH2:36]2)=[CH:26][CH:25]=1)=[CH:12][C:13]1[CH:21]=[CH:20][C:16]([C:17]([NH:45][C@@H:40]([C@H:41]([OH:44])[CH3:42])[C:39]([NH:70][OH:69])=[O:38])=[O:19])=[CH:15][CH:14]=1. The yield is 0.378. (5) The reactants are C([O:4][C@H:5]1[CH2:22][CH2:21][C@@:20]2([CH3:23])[C@@H:7]([CH2:8][CH2:9][C@:10]3([CH3:40])[C@@H:19]2[CH2:18][CH2:17][C@H:16]2[C@@:11]3([CH3:39])[CH2:12][CH2:13][C@@:14]3(/[CH:31]=[C:32](\[CH3:38])/[C:33]([O:35]CC)=[O:34])[CH2:26][C:25](=[O:27])[C:24]([CH:28]([CH3:30])[CH3:29])=[C:15]32)[C:6]1([CH3:42])[CH3:41])(=O)C.[OH-].[Na+]. The catalyst is C1COCC1.CO.O. The product is [OH:4][C@H:5]1[CH2:22][CH2:21][C@@:20]2([CH3:23])[C@@H:7]([CH2:8][CH2:9][C@:10]3([CH3:40])[C@@H:19]2[CH2:18][CH2:17][C@H:16]2[C@@:11]3([CH3:39])[CH2:12][CH2:13][C@@:14]3(/[CH:31]=[C:32](\[CH3:38])/[C:33]([OH:35])=[O:34])[CH2:26][C:25](=[O:27])[C:24]([CH:28]([CH3:30])[CH3:29])=[C:15]32)[C:6]1([CH3:42])[CH3:41]. The yield is 0.548. (6) The reactants are Br[C:2]1[C:7]([F:8])=[CH:6][C:5]([C:9]2[C:18]3[C:13](=[CH:14][C:15]([S:19]([NH:22][C:23]4[CH:27]=[CH:26][O:25][N:24]=4)(=[O:21])=[O:20])=[CH:16][CH:17]=3)[CH:12]=[N:11][N:10]=2)=[C:4]([O:28][CH3:29])[CH:3]=1.C(=O)([O-])[O-].[K+].[K+].B(O)(O)[C:37]1[CH:42]=[CH:41][CH:40]=[C:39]([C:43]([F:46])([F:45])[F:44])[CH:38]=1. The catalyst is C1C=CC([P]([Pd]([P](C2C=CC=CC=2)(C2C=CC=CC=2)C2C=CC=CC=2)([P](C2C=CC=CC=2)(C2C=CC=CC=2)C2C=CC=CC=2)[P](C2C=CC=CC=2)(C2C=CC=CC=2)C2C=CC=CC=2)(C2C=CC=CC=2)C2C=CC=CC=2)=CC=1. The product is [F:8][C:7]1[CH:6]=[C:5]([C:9]2[C:18]3[C:13](=[CH:14][C:15]([S:19]([NH:22][C:23]4[CH:27]=[CH:26][O:25][N:24]=4)(=[O:20])=[O:21])=[CH:16][CH:17]=3)[CH:12]=[N:11][N:10]=2)[C:4]([O:28][CH3:29])=[CH:3][C:2]=1[C:37]1[CH:42]=[CH:41][CH:40]=[C:39]([C:43]([F:46])([F:45])[F:44])[CH:38]=1. The yield is 0.566. (7) The reactants are [CH2:1]([OH:8])[C:2]1[CH:7]=[CH:6][CH:5]=[CH:4][CH:3]=1.Cl[S:10]([N:13]=[C:14]=[O:15])(=[O:12])=[O:11].Cl.[CH2:17]([O:19][C:20](=[O:24])[CH2:21][CH2:22][NH2:23])[CH3:18].C(N(CC)C(C)C)(C)C.Cl. The catalyst is C(#N)C.N1C=CC=CC=1. The product is [CH2:1]([O:8][C:14]([NH:13][S:10]([NH:23][CH2:22][CH2:21][C:20]([O:19][CH2:17][CH3:18])=[O:24])(=[O:12])=[O:11])=[O:15])[C:2]1[CH:7]=[CH:6][CH:5]=[CH:4][CH:3]=1. The yield is 0.950.